From a dataset of Reaction yield outcomes from USPTO patents with 853,638 reactions. Predict the reaction yield, written as a fraction of the theoretical maximum amount of product (1.0 means a 100% yield; for example, 0.34 means a 34% yield). (1) The reactants are [Cl-].[Al+3].[Cl-].[Cl-].[C:5](OC)([CH3:8])([CH3:7])[CH3:6].[F:11][C:12]1[CH:13]=[C:14]([OH:18])[CH:15]=[CH:16][CH:17]=1.C(=O)(O)[O-].[Na+]. The catalyst is ClCCl. The product is [C:5]([C:17]1[CH:16]=[CH:15][C:14]([OH:18])=[CH:13][C:12]=1[F:11])([CH3:8])([CH3:7])[CH3:6]. The yield is 0.700. (2) The reactants are [F:1][C:2]1[CH:7]=[CH:6][CH:5]=[C:4]([F:8])[C:3]=1[N:9]1[C:14]2[N:15]=[C:16]([NH:27][CH2:28][CH2:29][NH2:30])[N:17]=[C:18]([C:19]3[CH:24]=[CH:23][C:22]([F:25])=[CH:21][C:20]=3[CH3:26])[C:13]=2[CH:12]=[CH:11][C:10]1=[O:31].[CH2:32]([N:34]=[C:35]=[O:36])[CH3:33]. The catalyst is C1COCC1.C(Cl)Cl. The product is [F:1][C:2]1[CH:7]=[CH:6][CH:5]=[C:4]([F:8])[C:3]=1[N:9]1[C:14]2[N:15]=[C:16]([NH:27][CH2:28][CH2:29][NH:30][C:35]([NH:34][CH2:32][CH3:33])=[O:36])[N:17]=[C:18]([C:19]3[CH:24]=[CH:23][C:22]([F:25])=[CH:21][C:20]=3[CH3:26])[C:13]=2[CH:12]=[CH:11][C:10]1=[O:31]. The yield is 0.604. (3) The reactants are C(N[C@H:4]([C:9](O)=[O:10])CC(C)C)=O.[NH2:12][C@H:13]([CH2:24][O:25][CH3:26])[C:14]([NH:16][CH2:17][C:18]1[CH:23]=[CH:22][CH:21]=[CH:20][CH:19]=1)=[O:15].C(OC(=O)C)(=O)C.[OH-].[Na+]. The catalyst is O.C(O)(CC)(C)C. The product is [CH3:4][C:9]([NH:12][C@@H:13]([C:14]([NH:16][CH2:17][C:18]1[CH:23]=[CH:22][CH:21]=[CH:20][CH:19]=1)=[O:15])[CH2:24][O:25][CH3:26])=[O:10]. The yield is 0.730.